This data is from Forward reaction prediction with 1.9M reactions from USPTO patents (1976-2016). The task is: Predict the product of the given reaction. (1) Given the reactants C1[C:10]2[C:5](=[CH:6][CH:7]=[CH:8][CH:9]=2)[CH2:4]CN1.[NH:11]1[CH2:15][CH2:14][CH2:13][CH2:12]1.[ClH:16].CCOCC, predict the reaction product. The product is: [CH2:4]([Cl:16])[C:5]1[CH:10]=[CH:9][CH:8]=[CH:7][CH:6]=1.[NH:11]1[CH2:15][CH2:14][CH2:13][CH2:12]1. (2) Given the reactants [C:1]1([CH2:7][O:8][C:9]2[CH:10]=[C:11]([OH:15])[CH:12]=[N:13][CH:14]=2)[CH:6]=[CH:5][CH:4]=[CH:3][CH:2]=1.[H-].[Na+].[Cl:18][CH2:19][CH2:20][CH2:21]I.[Na+].[Cl-], predict the reaction product. The product is: [Cl:18][CH2:19][CH2:20][CH2:21][O:15][C:11]1[CH:10]=[C:9]([O:8][CH2:7][C:1]2[CH:2]=[CH:3][CH:4]=[CH:5][CH:6]=2)[CH:14]=[N:13][CH:12]=1. (3) Given the reactants S(Cl)([Cl:3])=O.[CH3:5][C:6]1([CH3:28])[O:10][C:9](=[O:11])[N:8]([C:12]2[CH:20]=[CH:19][C:15]([C:16](O)=[O:17])=[C:14]([CH3:21])[CH:13]=2)[C@H:7]1[C:22]1[CH:27]=[CH:26][CH:25]=[CH:24][CH:23]=1, predict the reaction product. The product is: [CH3:5][C:6]1([CH3:28])[O:10][C:9](=[O:11])[N:8]([C:12]2[CH:20]=[CH:19][C:15]([C:16]([Cl:3])=[O:17])=[C:14]([CH3:21])[CH:13]=2)[C@H:7]1[C:22]1[CH:27]=[CH:26][CH:25]=[CH:24][CH:23]=1. (4) Given the reactants [ClH:1].[ClH:2].[CH3:3][O:4][C:5]1[CH:6]=[C:7]([N:11]2[CH2:16][CH2:15][NH:14][CH2:13][CH2:12]2)[CH:8]=[CH:9][CH:10]=1.[Cl:17]N1C(=O)CCC1=O, predict the reaction product. The product is: [ClH:17].[Cl:1][C:8]1[CH:9]=[C:10]([Cl:2])[C:5]([O:4][CH3:3])=[CH:6][C:7]=1[N:11]1[CH2:16][CH2:15][NH:14][CH2:13][CH2:12]1. (5) Given the reactants [C:1]([C:5]1(C(OC)=O)[CH2:10][CH2:9][O:8][CH2:7][CH2:6]1)(=[O:4])[CH2:2][CH3:3].S(=O)(=O)(O)O.[OH-].[Na+], predict the reaction product. The product is: [C:1]([CH:5]1[CH2:10][CH2:9][O:8][CH2:7][CH2:6]1)(=[O:4])[CH2:2][CH3:3]. (6) Given the reactants [Cl:1][C:2]1[CH:26]=[CH:25][C:5]([O:6][CH:7]2[CH2:12][CH2:11][N:10]([C:13]([C:15]3[CH:16]=[C:17]([CH:22]=[CH:23][CH:24]=3)[C:18]([O:20]C)=[O:19])=[O:14])[CH2:9][CH2:8]2)=[CH:4][CH:3]=1.[OH-].[Na+].O1CCCC1.Cl, predict the reaction product. The product is: [Cl:1][C:2]1[CH:26]=[CH:25][C:5]([O:6][CH:7]2[CH2:12][CH2:11][N:10]([C:13]([C:15]3[CH:16]=[C:17]([CH:22]=[CH:23][CH:24]=3)[C:18]([OH:20])=[O:19])=[O:14])[CH2:9][CH2:8]2)=[CH:4][CH:3]=1. (7) Given the reactants CO.[CH2:3](Cl)CCl.[Cl:7][C:8]1[CH:13]=[C:12]([O:14][CH3:15])[CH:11]=[CH:10][C:9]=1[CH2:16][C:17]([OH:19])=[O:18].Cl, predict the reaction product. The product is: [CH3:3][O:18][C:17](=[O:19])[CH2:16][C:9]1[CH:10]=[CH:11][C:12]([O:14][CH3:15])=[CH:13][C:8]=1[Cl:7]. (8) Given the reactants [CH3:1][O:2][C:3]([NH:5][C:6]1[C:11]2[CH:12]=[CH:13][N:14](C(OCC3C=CC=CC=3)=O)[C:10]=2[CH:9]=[CH:8][N:7]=1)=[O:4], predict the reaction product. The product is: [NH:14]1[C:10]2[CH:9]=[CH:8][N:7]=[C:6]([NH:5][C:3](=[O:4])[O:2][CH3:1])[C:11]=2[CH:12]=[CH:13]1. (9) The product is: [F:5][C:3]1([C:6]2[CH:11]=[CH:10][C:9]([CH3:12])=[CH:8][CH:7]=2)[CH2:2][CH2:4]1. Given the reactants Cl[C:2]1(Cl)[CH2:4][C:3]1([C:6]1[CH:11]=[CH:10][C:9]([CH3:12])=[CH:8][CH:7]=1)[F:5].[H-].[Al+3].[Li+].[H-].[H-].[H-].C(C(C(C([O-])=O)O)O)([O-])=O.[Na+].[K+].CO, predict the reaction product. (10) Given the reactants [C:1](#[N:6])C/C=C/C.[C:7](#[N:12])[CH2:8]/[CH:9]=[CH:10]\[CH3:11].[C:13](#[N:18])CCC=C, predict the reaction product. The product is: [CH:1]#[N:6].[C:13](#[N:18])[CH2:11][CH2:10][CH2:9][CH2:8][C:7]#[N:12].